This data is from Reaction yield outcomes from USPTO patents with 853,638 reactions. The task is: Predict the reaction yield, written as a fraction of the theoretical maximum amount of product (1.0 means a 100% yield; for example, 0.34 means a 34% yield). (1) The reactants are [Cl:1][C:2]1[CH:18]=[CH:17][C:5]([C:6]([C:8]2[CH:16]=[CH:15][CH:14]=[CH:13][C:9]=2[C:10]([OH:12])=[O:11])=O)=[CH:4][CH:3]=1.S(Cl)([Cl:21])=O. The catalyst is CN(C=O)C.C1COCC1. The product is [Cl:21][C:6]1([C:5]2[CH:17]=[CH:18][C:2]([Cl:1])=[CH:3][CH:4]=2)[C:8]2[C:9](=[CH:13][CH:14]=[CH:15][CH:16]=2)[C:10](=[O:12])[O:11]1. The yield is 1.00. (2) The reactants are [C:1]([O:5][C:6]([N:8]1[CH2:12][C@H:11]([OH:13])[CH2:10][C@H:9]1[C:14]([O:16][C:17]([CH3:20])([CH3:19])[CH3:18])=[O:15])=[O:7])([CH3:4])([CH3:3])[CH3:2].N1C=CC=CC=1.[C:27]1([CH3:37])[CH:32]=[CH:31][C:30]([S:33](Cl)(=[O:35])=[O:34])=[CH:29][CH:28]=1. The catalyst is C(Cl)Cl. The product is [C:1]([O:5][C:6]([N:8]1[CH2:12][C@H:11]([O:13][S:33]([C:30]2[CH:31]=[CH:32][C:27]([CH3:37])=[CH:28][CH:29]=2)(=[O:35])=[O:34])[CH2:10][C@H:9]1[C:14]([O:16][C:17]([CH3:20])([CH3:19])[CH3:18])=[O:15])=[O:7])([CH3:4])([CH3:3])[CH3:2]. The yield is 0.980. (3) The reactants are [CH2:1]([O:3][C:4]1[CH:5]=[CH:6][C:7]([C:10]([OH:12])=O)=[N:8][CH:9]=1)[CH3:2].C1N=CN(C(N2C=NC=C2)=O)C=1.CS(O)(=O)=O.[NH2:30][CH2:31][C:32]1[CH:33]=[C:34]2[C:38](=[CH:39][CH:40]=1)[C:37](=[O:41])[N:36]([CH:42]1[CH2:47][CH2:46][C:45](=[O:48])[NH:44][C:43]1=[O:49])[C:35]2=[O:50].O. The catalyst is CN(C)C=O.CO. The product is [O:49]=[C:43]1[CH:42]([N:36]2[C:35](=[O:50])[C:34]3[C:38](=[CH:39][CH:40]=[C:32]([CH2:31][NH:30][C:10]([C:7]4[CH:6]=[CH:5][C:4]([O:3][CH2:1][CH3:2])=[CH:9][N:8]=4)=[O:12])[CH:33]=3)[C:37]2=[O:41])[CH2:47][CH2:46][C:45](=[O:48])[NH:44]1. The yield is 0.680. (4) The reactants are Cl.[NH2:2][C@@H:3]1[CH2:11][O:10][CH2:9][C@H:8]([O:12][CH2:13][C:14]2[CH:19]=[CH:18][CH:17]=[CH:16][CH:15]=2)[C@@H:7]([O:20][CH2:21][C:22]2[CH:27]=[CH:26][CH:25]=[CH:24][CH:23]=2)[C@@H:6]([CH3:28])[O:5][C:4]1=[O:29].[OH:30][C:31]1[C:32]([C:39](O)=[O:40])=[N:33][CH:34]=[CH:35][C:36]=1[O:37][CH3:38].CN1CCOCC1.CN(C(ON1N=NC2C=CC=NC1=2)=[N+](C)C)C.F[P-](F)(F)(F)(F)F. The catalyst is C(Cl)Cl. The product is [CH2:13]([O:12][C@@H:8]1[C@@H:7]([O:20][CH2:21][C:22]2[CH:27]=[CH:26][CH:25]=[CH:24][CH:23]=2)[C@@H:6]([CH3:28])[O:5][C:4](=[O:29])[C@H:3]([NH:2][C:39](=[O:40])[C:32]2[C:31]([OH:30])=[C:36]([O:37][CH3:38])[CH:35]=[CH:34][N:33]=2)[CH2:11][O:10][CH2:9]1)[C:14]1[CH:19]=[CH:18][CH:17]=[CH:16][CH:15]=1. The yield is 0.610.